From a dataset of Reaction yield outcomes from USPTO patents with 853,638 reactions. Predict the reaction yield, written as a fraction of the theoretical maximum amount of product (1.0 means a 100% yield; for example, 0.34 means a 34% yield). The reactants are [Br:1][C:2]1[CH:3]=[C:4]([SH:9])[CH:5]=[CH:6][C:7]=1[F:8].[OH-].[Na+].I[CH3:13]. The catalyst is CO. The product is [Br:1][C:2]1[CH:3]=[C:4]([S:9][CH3:13])[CH:5]=[CH:6][C:7]=1[F:8]. The yield is 1.00.